Dataset: Experimentally validated miRNA-target interactions with 360,000+ pairs, plus equal number of negative samples. Task: Binary Classification. Given a miRNA mature sequence and a target amino acid sequence, predict their likelihood of interaction. (1) The miRNA is hsa-miR-19b-3p with sequence UGUGCAAAUCCAUGCAAAACUGA. The protein sequence of the target gene is MVTVMPLEMEKTISKLMFDFQRNSTSDDDSGCALEEYAWVPPGLKPEQVHQYYSCLPEEKVPYVNSPGEKLRIKQLLHQLPPHDNEVRYCNSLDEEEKRELKLFSSQRKRENLGRGNVRPFPVTMTGAICEQCGGQINGGDIAVFASRAGHGVCWHPPCFVCTVCNELLVDLIYFYQDGKIYCGRHHAECLKPRCAACDEIIFADECTEAEGRHWHMKHFCCFECETVLGGQRYIMKEGRPYCCHCFESLYAEYCDTCAQHIGIDQGQMTYDGQHWHATETCFCCAHCKKSLLGRPFLPK.... Result: 1 (interaction). (2) Result: 1 (interaction). The miRNA is hsa-miR-6855-5p with sequence UUGGGGUUUGGGGUGCAGACAUUGC. The protein sequence of the target gene is MGRAVKVLQLFKTLHRTRQQVFKNDARALEAARIKINEEFKNNKSETSSKKIEELMKIGSDVELLLRTSVIQGIHTDHNTLKLVPRKDLLVENVPYCDAPTQKQ. (3) The miRNA is hsa-miR-4538 with sequence GAGCUUGGAUGAGCUGGGCUGA. The protein sequence of the target gene is MESGKMAPPKNAPRDALVMAQILKDMGITEYEPRVINQMLEFAFRYVTTILDDAKIYSSHAKKPNVDADDVRLAIQCRADQSFTSPPPRDFLLDIARQKNQTPLPLIKPYAGPRLPPDRYCLTAPNYRLKSLIKKGPNQGRLVPRLSVGAVSSKPTTPTIATPQTVSVPNKVATPMSVTSQRFTVQIPPSQSTPVKPVPATTAVQNVLINPSMIGPKNILITTNMVSSQNTANEANPLKRKHEDDDDNDIM. Result: 0 (no interaction). (4) The miRNA is hsa-miR-6515-3p with sequence UCUCUUCAUCUACCCCCCAG. The protein sequence of the target gene is MSRPGHGGLMPVNGLGFPPQNVARVVVWEWLNEHSRWRPYTATVCHHIENVLKEDARGSVVLGQVDAQLVPYIIDLQSMHQFRQDTGTMRPVRRNFYDPSSAPGKGIVWEWENDGGAWTAYDMDICITIQNAYEKQHPWLDLSSLGFCYLIYFNSMSQMNRQTRRRRRLRRRLDLAYPLTVGSIPKSQSWPVGASSGQPCSCQQCLLVNSTRAASNAILASQRRKAPPAPPLPPPPPPGGPPGALAVRPSATFTGAALWAAPAAGPAEPAPPPGAPPRSPGAPGGARTPGQNNLNRPGPQ.... Result: 1 (interaction). (5) The miRNA is mmu-miR-6913-3p with sequence UCUCUACUGAUUUGUCUCCUCAG. The protein sequence of the target gene is MDNGDWGYMMTDPVTLNVGGHLYTTSLTTLTRYPDSMLGAMFGGDFPTARDPQGNYFIDRDGPLFRYVLNFLRTSELTLPLDFKEFDLLRKEADFYQIEPLIQCLNDPKPLYPMDTFEEVVELSSTRKLSKYSNPVAVIITQLTITTKVHSLLEGISNYFTKWNKHMMDTRDCQVSFTFGPCDYHQEVSLRVHLMEYITKQGFTIRNTRVHHMSERANENTVEHNWTFCRLARKTDD. Result: 0 (no interaction). (6) Result: 1 (interaction). The protein sequence of the target gene is MGHLLSKEPRNRPSQKRPRCCSWCRRRRPLLRLPRRTPAKVPPQPAAPRSRDCFFRGPCMLCFIVHSPGAPAPAGPEEEPPLSPPPRDGAYAAASSSQHLARRYAALAAEDCAAAARRFLLSSAAAAAAAAASASSPASCCKELGLAAAAAWEQQGRSLFLASLGPVRFLGPPAAVQLFRGPTPSPAELPTPPEMVCKRKGAGVPACTPCKQPRCGGGGCGGGGGGGGGGGPAGGGASPPRPPDAGCCQAPEQPPQPLCPPPSSPTSEGAPTEAGGDAVRAGGTAPLSAQQQHECGDADC.... The miRNA is hsa-miR-21-5p with sequence UAGCUUAUCAGACUGAUGUUGA. (7) The miRNA is hsa-miR-223-5p with sequence CGUGUAUUUGACAAGCUGAGUU. The protein sequence of the target gene is MRRGWKMALSGGLRCCRRVLSWVPVLVIVLVVLWSYYAYVFELCLVTVLSPAEKVIYLILYHAIFVFFTWTYWKSIFTLPQQPNQKFHLSYTDKERYENEERPEVQKQMLVDMAKKLPVYTRTGSGAVRFCDRCHLIKPDRCHHCSVCAMCVLKMDHHCPWVNNCIGFSNYKFFLQFLAYSVLYCLYIATTVFSYFIKYWRGELPSVRSKFHVLFLLFVACMFFVSLVILFGYHCWLVSRNKTTLEAFCTPVFTSGPEKNGFNLGFIKNIQQVFGDKKKFWLIPIGSSPGDGHSFPMRSM.... Result: 1 (interaction). (8) The miRNA is mmu-miR-693-5p with sequence CAGCCACAUCCGAAAGUUUUC. The protein sequence of the target gene is MASLFSGRILIRNNSDQDEVETEAELSRRLENRLVLLFFGAGACPQCQAFAPVLKDFFVRLTDEFYVLRAAQLALVYVSQDPTEEQQDLFLRDMPEKWLFLPFHDELRRDLGRQFSVRQLPAVVVLKPGGDVLTSDATEEIQRLGPACFANWQEAAELLDRSFLQPEDLDEPARRSITEPLRRRKYRVDRDVGRERGRNGRDSGDPQGDAGTRAELW. Result: 0 (no interaction). (9) The miRNA is hsa-miR-4786-5p with sequence UGAGACCAGGACUGGAUGCACC. The protein sequence of the target gene is MAVVGVSSVSRLLGRSRPQLGRPMSSGAHGEEGSARMWKTLTFFVALPGVAVSMLNVYLKSHHGEHERPEFIAYPHLRIRTKPFPWGDGNHTLFHNPHVNPLPTGYEDE. Result: 1 (interaction). (10) The miRNA is hsa-miR-4798-5p with sequence UUCGGUAUACUUUGUGAAUUGG. The protein sequence of the target gene is MTTPRNSVNGTFPAEPMKGPIAMQSGPKPLFRRMSSLVGPTQSFFMRESKTLGAVQIMNGLFHIALGGLLMIPAGIYAPICVTVWYPLWGGIMYIISGSLLAATEKNSRKCLVKGKMIMNSLSLFAAISGMILSIMDILNIKISHFLKMESLNFIRAHTPYINIYNCEPANPSEKNSPSTQYCYSIQSLFLGILSVMLIFAFFQELVIAGIVENEWKRTCSRPKSNIVLLSAEEKKEQTIEIKEEVVGLTETSSQPKNEEDIEIIPIQEEEEEETETNFPEPPQDQESSPIENDSSP. Result: 0 (no interaction).